Dataset: Catalyst prediction with 721,799 reactions and 888 catalyst types from USPTO. Task: Predict which catalyst facilitates the given reaction. (1) Reactant: [CH:1]1([CH:7]([OH:24])[C:8]23[C:14](=[O:15])[O:13][C:12]2([CH3:16])[CH:11]([CH2:17][CH2:18][CH2:19][CH2:20][CH2:21][CH3:22])[C:10](=[O:23])[NH:9]3)[CH2:6][CH2:5][CH2:4][CH2:3][CH2:2]1.C(N(CC)CC)C.[CH2:32]([SH:39])[C:33]1[CH:38]=[CH:37][CH:36]=[CH:35][CH:34]=1. Product: [CH2:32]([S:39][C:14]([C:8]1([CH:7]([CH:1]2[CH2:6][CH2:5][CH2:4][CH2:3][CH2:2]2)[OH:24])[C:12]([OH:13])([CH3:16])[CH:11]([CH2:17][CH2:18][CH2:19][CH2:20][CH2:21][CH3:22])[C:10](=[O:23])[NH:9]1)=[O:15])[C:33]1[CH:38]=[CH:37][CH:36]=[CH:35][CH:34]=1. The catalyst class is: 4. (2) Reactant: O[O:2][S:3]([O-:5])=O.[K+].[F:7][C:8]1[C:13]([F:14])=[CH:12][CH:11]=[CH:10][C:9]=1[C@H:15]1[CH2:21][N:20]([CH2:22][CH2:23]SC)[C:19](=[O:26])[C@H:18]([NH:27][C:28](=[O:34])[O:29][C:30]([CH3:33])([CH3:32])[CH3:31])[CH2:17][CH2:16]1.[CH3:35]O. The catalyst class is: 6. Product: [F:7][C:8]1[C:13]([F:14])=[CH:12][CH:11]=[CH:10][C:9]=1[C@H:15]1[CH2:21][N:20]([CH2:22][CH2:23][S:3]([CH3:35])(=[O:5])=[O:2])[C:19](=[O:26])[C@H:18]([NH:27][C:28](=[O:34])[O:29][C:30]([CH3:31])([CH3:33])[CH3:32])[CH2:17][CH2:16]1.